This data is from CYP1A2 inhibition data for predicting drug metabolism from PubChem BioAssay. The task is: Regression/Classification. Given a drug SMILES string, predict its absorption, distribution, metabolism, or excretion properties. Task type varies by dataset: regression for continuous measurements (e.g., permeability, clearance, half-life) or binary classification for categorical outcomes (e.g., BBB penetration, CYP inhibition). Dataset: cyp1a2_veith. (1) The molecule is Cl/C(=C\n1cncn1)c1ccc(Cl)cc1Cl. The result is 1 (inhibitor). (2) The compound is O=c1cnc2cnc(N3CCOCC3)nc2n1C[C@H]1CCCO1. The result is 1 (inhibitor). (3) The result is 0 (non-inhibitor). The drug is CCCNC(=O)N1CCC(C(=O)c2cccc(F)c2)CC1.